Binary Classification. Given a T-cell receptor sequence (or CDR3 region) and an epitope sequence, predict whether binding occurs between them. From a dataset of TCR-epitope binding with 47,182 pairs between 192 epitopes and 23,139 TCRs. (1) The epitope is VLWAHGFEL. The TCR CDR3 sequence is CASSGGSRGDTGELFF. Result: 1 (the TCR binds to the epitope). (2) The epitope is KAFSPEVIPMF. The TCR CDR3 sequence is CAGTGTAYGYTF. Result: 1 (the TCR binds to the epitope).